Dataset: Reaction yield outcomes from USPTO patents with 853,638 reactions. Task: Predict the reaction yield, written as a fraction of the theoretical maximum amount of product (1.0 means a 100% yield; for example, 0.34 means a 34% yield). (1) The reactants are [Br:1][C:2]1[CH:3]=[C:4]([CH:7]=[CH:8][C:9]=1F)[CH:5]=[O:6].[NH:11]1[CH2:16][CH2:15][O:14][CH2:13][CH2:12]1.C([O-])([O-])=O.[K+].[K+]. The catalyst is N1C=CC=CC=1. The product is [Br:1][C:2]1[CH:3]=[C:4]([CH:7]=[CH:8][C:9]=1[N:11]1[CH2:16][CH2:15][O:14][CH2:13][CH2:12]1)[CH:5]=[O:6]. The yield is 0.580. (2) The reactants are [Br:1][C:2]1[CH:3]=[CH:4][C:5]([Cl:11])=[C:6]([CH:10]=1)[C:7]([OH:9])=O.CN(C=O)C.C(Cl)(=O)C(Cl)=O.[CH:23]1([NH2:26])[CH2:25][CH2:24]1.CCN(C(C)C)C(C)C.Cl. The catalyst is C1(C)C=CC=CC=1.C(Cl)Cl. The product is [Br:1][C:2]1[CH:3]=[CH:4][C:5]([Cl:11])=[C:6]([CH:10]=1)[C:7]([NH:26][CH:23]1[CH2:25][CH2:24]1)=[O:9]. The yield is 0.710. (3) The reactants are [Cl:1][C:2]1[CH:7]=[CH:6][C:5](F)=[C:4]([N+:9]([O-:11])=[O:10])[CH:3]=1.CN.C[CH2:15][N:16](C(C)C)C(C)C. The catalyst is CS(C)=O.O1CCCC1. The product is [Cl:1][C:2]1[CH:7]=[CH:6][C:5]([NH:16][CH3:15])=[C:4]([N+:9]([O-:11])=[O:10])[CH:3]=1. The yield is 0.810. (4) The reactants are [NH:1]1[C:5]2[CH:6]=[CH:7][CH:8]=[CH:9][C:4]=2[N:3]=[CH:2]1.[OH-].[Na+].[Cl:12][CH2:13][CH2:14][CH2:15][CH2:16]Br. The yield is 0.600. The product is [Cl:12][CH2:13][CH2:14][CH2:15][CH2:16][N:1]1[C:5]2[CH:6]=[CH:7][CH:8]=[CH:9][C:4]=2[N:3]=[CH:2]1. The catalyst is [Br-].C([N+](CCCC)(CCCC)CCCC)CCC.ClCCl. (5) The product is [C:1]([O:5][C:6]([N:8]1[CH2:13][CH2:12][CH:11]([O:14][S:23]([CH3:22])(=[O:25])=[O:24])[CH2:10][CH2:9]1)=[O:7])([CH3:4])([CH3:2])[CH3:3]. The reactants are [C:1]([O:5][C:6]([N:8]1[CH2:13][CH2:12][CH:11]([OH:14])[CH2:10][CH2:9]1)=[O:7])([CH3:4])([CH3:3])[CH3:2].C(N(CC)CC)C.[CH3:22][S:23](Cl)(=[O:25])=[O:24]. The catalyst is C(Cl)Cl. The yield is 0.964. (6) The reactants are [NH2:1][C:2]1[CH:3]=[C:4]([CH:15]=[CH:16][C:17]=1[O:18][CH3:19])[CH2:5][N:6]([CH3:14])[C:7](=[O:13])[O:8][C:9]([CH3:12])([CH3:11])[CH3:10].N1C=CC=CC=1.[CH3:26][S:27](Cl)(=[O:29])=[O:28]. The catalyst is [NH4+].[Cl-]. The product is [CH3:19][O:18][C:17]1[CH:16]=[CH:15][C:4]([CH2:5][N:6]([CH3:14])[C:7](=[O:13])[O:8][C:9]([CH3:12])([CH3:11])[CH3:10])=[CH:3][C:2]=1[NH:1][S:27]([CH3:26])(=[O:29])=[O:28]. The yield is 0.727.